Dataset: Forward reaction prediction with 1.9M reactions from USPTO patents (1976-2016). Task: Predict the product of the given reaction. (1) Given the reactants [CH2:1]([C@@:4]1([CH3:30])[CH2:9][C@H:8]([C:10]2[CH:15]=[CH:14][CH:13]=[C:12]([Cl:16])[CH:11]=2)[C@@H:7]([C:17]2[CH:22]=[CH:21][C:20]([Cl:23])=[CH:19][CH:18]=2)[N:6]([C@@H:24]([CH2:27][CH3:28])[CH:25]=O)[C:5]1=[O:29])[CH:2]=[CH2:3].C(O)(=O)C.[CH3:35][NH2:36].C1COCC1.C(O[BH-](OC(=O)C)OC(=O)C)(=O)C.[Na+], predict the reaction product. The product is: [CH2:1]([C@@:4]1([CH3:30])[CH2:9][C@H:8]([C:10]2[CH:15]=[CH:14][CH:13]=[C:12]([Cl:16])[CH:11]=2)[C@@H:7]([C:17]2[CH:22]=[CH:21][C:20]([Cl:23])=[CH:19][CH:18]=2)[N:6]([C@@H:24]([CH2:27][CH3:28])[CH2:25][NH:36][CH3:35])[C:5]1=[O:29])[CH:2]=[CH2:3]. (2) Given the reactants [F:1][C:2]([F:14])([F:13])[C:3]1[CH:4]=[CH:5][C:6]2[S:10][C:9](=[O:11])[NH:8][C:7]=2[CH:12]=1.N([CH2:18][CH2:19][CH2:20][CH2:21][CH2:22][CH3:23])=C=O, predict the reaction product. The product is: [O:11]=[C:9]1[NH:8][C:7]2[CH:12]=[C:3]([C:2]([F:14])([F:1])[F:13])[CH:4]=[CH:5][C:6]=2[S:10]1.[CH3:23][CH2:22][CH:21]([C:9]([NH2:8])=[O:11])[CH2:20][CH2:19][CH3:18]. (3) Given the reactants [CH2:1]([O:8][C:9]([NH:11][C@H:12]([C:17]([OH:19])=O)[CH2:13][CH:14]([CH3:16])[CH3:15])=[O:10])[C:2]1[CH:7]=[CH:6][CH:5]=[CH:4][CH:3]=1.N1C=CC=CC=1.N1C(F)=NC(F)=NC=1[F:28], predict the reaction product. The product is: [CH2:1]([O:8][C:9]([NH:11][C@H:12]([C:17]([F:28])=[O:19])[CH2:13][CH:14]([CH3:16])[CH3:15])=[O:10])[C:2]1[CH:7]=[CH:6][CH:5]=[CH:4][CH:3]=1. (4) Given the reactants Cl.[CH3:2][O:3][C:4](=[O:13])[C:5]1[CH:10]=[CH:9][CH:8]=[C:7]([CH2:11][NH2:12])[CH:6]=1.[CH:14]1[CH:15]=[CH:16][C:17]2N(O)N=N[C:18]=2[CH:19]=1.CCN(C(C)C)C(C)C.CCN=C=NCCCN(C)C.Cl.CN([CH:48]=[O:49])C, predict the reaction product. The product is: [CH3:2][O:3][C:4](=[O:13])[C:5]1[CH:10]=[CH:9][CH:8]=[C:7]([CH2:11][NH:12][C:48](=[O:49])[C:18]2[CH:17]=[CH:16][CH:15]=[CH:14][CH:19]=2)[CH:6]=1.